Predict which catalyst facilitates the given reaction. From a dataset of Catalyst prediction with 721,799 reactions and 888 catalyst types from USPTO. (1) Reactant: [CH3:1][C:2]1[O:3][C:4](=O)[C:5]2[C:10]([CH:11]=1)=[CH:9][CH:8]=[C:7]([C:12]([O:14][CH3:15])=[O:13])[CH:6]=2.[NH3:17].Cl. Product: [OH:3][C:4]1[C:5]2[C:10](=[CH:9][CH:8]=[C:7]([C:12]([O:14][CH3:15])=[O:13])[CH:6]=2)[CH:11]=[C:2]([CH3:1])[N:17]=1. The catalyst class is: 1. (2) Reactant: Cl.[NH2:2][CH:3]([C:8]1[CH:13]=[CH:12][CH:11]=[CH:10][C:9]=1[OH:14])[CH2:4][C:5]([OH:7])=[O:6].[OH-].[Na+].[CH:17]1[C:26]2[C:21](=[CH:22][CH:23]=[CH:24][CH:25]=2)[CH:20]=[CH:19][C:18]=1[S:27](Cl)(=[O:29])=[O:28]. Product: [OH:14][C:9]1[CH:10]=[CH:11][CH:12]=[CH:13][C:8]=1[CH:3]([NH:2][S:27]([C:18]1[CH:19]=[CH:20][C:21]2[C:26](=[CH:25][CH:24]=[CH:23][CH:22]=2)[CH:17]=1)(=[O:29])=[O:28])[CH2:4][C:5]([OH:7])=[O:6]. The catalyst class is: 38.